From a dataset of Peptide-MHC class II binding affinity with 134,281 pairs from IEDB. Regression. Given a peptide amino acid sequence and an MHC pseudo amino acid sequence, predict their binding affinity value. This is MHC class II binding data. (1) The peptide sequence is SHLVRSWVTAGEIHA. The MHC is DRB1_1301 with pseudo-sequence DRB1_1301. The binding affinity (normalized) is 0.594. (2) The peptide sequence is QIHQYIMALREEYFD. The MHC is DRB4_0101 with pseudo-sequence DRB4_0103. The binding affinity (normalized) is 0.985. (3) The peptide sequence is GETQIVDKIDAAFKI. The MHC is DRB1_0401 with pseudo-sequence DRB1_0401. The binding affinity (normalized) is 0.367. (4) The peptide sequence is KEKLVSTCVSTMAER. The MHC is DRB1_0101 with pseudo-sequence DRB1_0101. The binding affinity (normalized) is 0.668. (5) The peptide sequence is KKTRNMTMSMSMILVGV. The MHC is HLA-DQA10201-DQB10301 with pseudo-sequence HLA-DQA10201-DQB10301. The binding affinity (normalized) is 0.808. (6) The peptide sequence is IRQLERLLQAVVGAG. The MHC is DRB3_0101 with pseudo-sequence DRB3_0101. The binding affinity (normalized) is 0.0623. (7) The peptide sequence is AATQARAAAAAFEAA. The MHC is HLA-DPA10103-DPB10401 with pseudo-sequence HLA-DPA10103-DPB10401. The binding affinity (normalized) is 0.285. (8) The peptide sequence is NPRLCTKEEFIAKVR. The MHC is DRB4_0103 with pseudo-sequence DRB4_0103. The binding affinity (normalized) is 0. (9) The peptide sequence is PNYNLIIMDEAHFTD. The MHC is DRB1_0401 with pseudo-sequence DRB1_0401. The binding affinity (normalized) is 0.542.